Dataset: Peptide-MHC class I binding affinity with 185,985 pairs from IEDB/IMGT. Task: Regression. Given a peptide amino acid sequence and an MHC pseudo amino acid sequence, predict their binding affinity value. This is MHC class I binding data. (1) The peptide sequence is AEHFENQVL. The MHC is HLA-A30:01 with pseudo-sequence HLA-A30:01. The binding affinity (normalized) is 0.0847. (2) The peptide sequence is YLHDPLTPY. The MHC is HLA-A03:01 with pseudo-sequence HLA-A03:01. The binding affinity (normalized) is 0.616. (3) The peptide sequence is RVRQQVIQL. The MHC is HLA-A11:01 with pseudo-sequence HLA-A11:01. The binding affinity (normalized) is 0.0847. (4) The peptide sequence is DQTHIKTIAV. The MHC is HLA-A02:02 with pseudo-sequence HLA-A02:02. The binding affinity (normalized) is 0.290. (5) The peptide sequence is RRMMMRITE. The MHC is HLA-B73:01 with pseudo-sequence HLA-B73:01. The binding affinity (normalized) is 0.349. (6) The peptide sequence is DSEEYHLLY. The MHC is HLA-A30:01 with pseudo-sequence HLA-A30:01. The binding affinity (normalized) is 0.137. (7) The MHC is HLA-A02:01 with pseudo-sequence HLA-A02:01. The peptide sequence is EPFSRRHPL. The binding affinity (normalized) is 0.0847. (8) The peptide sequence is EVNSFKAAL. The MHC is HLA-A02:01 with pseudo-sequence HLA-A02:01. The binding affinity (normalized) is 0. (9) The peptide sequence is VPAWLPLGI. The MHC is HLA-B57:01 with pseudo-sequence HLA-B57:01. The binding affinity (normalized) is 0.0847. (10) The peptide sequence is IEVALRTLL. The MHC is HLA-B18:01 with pseudo-sequence HLA-B18:01. The binding affinity (normalized) is 0.598.